Task: Regression. Given two drug SMILES strings and cell line genomic features, predict the synergy score measuring deviation from expected non-interaction effect.. Dataset: NCI-60 drug combinations with 297,098 pairs across 59 cell lines (1) Drug 1: CNC(=O)C1=CC=CC=C1SC2=CC3=C(C=C2)C(=NN3)C=CC4=CC=CC=N4. Drug 2: CN(C)N=NC1=C(NC=N1)C(=O)N. Cell line: MOLT-4. Synergy scores: CSS=22.7, Synergy_ZIP=6.48, Synergy_Bliss=7.32, Synergy_Loewe=8.03, Synergy_HSA=9.10. (2) Drug 1: CN(C(=O)NC(C=O)C(C(C(CO)O)O)O)N=O. Drug 2: CC(C)CN1C=NC2=C1C3=CC=CC=C3N=C2N. Cell line: MDA-MB-435. Synergy scores: CSS=-4.22, Synergy_ZIP=3.02, Synergy_Bliss=0.807, Synergy_Loewe=-1.12, Synergy_HSA=-4.72. (3) Drug 1: CCC1=CC2CC(C3=C(CN(C2)C1)C4=CC=CC=C4N3)(C5=C(C=C6C(=C5)C78CCN9C7C(C=CC9)(C(C(C8N6C)(C(=O)OC)O)OC(=O)C)CC)OC)C(=O)OC.C(C(C(=O)O)O)(C(=O)O)O. Drug 2: N.N.Cl[Pt+2]Cl. Cell line: SNB-75. Synergy scores: CSS=31.0, Synergy_ZIP=0.766, Synergy_Bliss=1.02, Synergy_Loewe=-23.9, Synergy_HSA=-0.588. (4) Drug 1: CCN(CC)CCNC(=O)C1=C(NC(=C1C)C=C2C3=C(C=CC(=C3)F)NC2=O)C. Drug 2: C1=NC2=C(N1)C(=S)N=CN2. Cell line: OVCAR-5. Synergy scores: CSS=41.3, Synergy_ZIP=-2.08, Synergy_Bliss=4.59, Synergy_Loewe=3.49, Synergy_HSA=8.44. (5) Drug 1: C1=C(C(=O)NC(=O)N1)F. Drug 2: CCC1(C2=C(COC1=O)C(=O)N3CC4=CC5=C(C=CC(=C5CN(C)C)O)N=C4C3=C2)O.Cl. Cell line: RPMI-8226. Synergy scores: CSS=72.4, Synergy_ZIP=-12.0, Synergy_Bliss=-20.2, Synergy_Loewe=-15.6, Synergy_HSA=-15.6. (6) Drug 1: CN(C)N=NC1=C(NC=N1)C(=O)N. Drug 2: CCCCC(=O)OCC(=O)C1(CC(C2=C(C1)C(=C3C(=C2O)C(=O)C4=C(C3=O)C=CC=C4OC)O)OC5CC(C(C(O5)C)O)NC(=O)C(F)(F)F)O. Cell line: MALME-3M. Synergy scores: CSS=-3.37, Synergy_ZIP=1.45, Synergy_Bliss=-0.0292, Synergy_Loewe=-2.04, Synergy_HSA=-2.69. (7) Drug 1: CC12CCC3C(C1CCC2=O)CC(=C)C4=CC(=O)C=CC34C. Drug 2: COC1=C2C(=CC3=C1OC=C3)C=CC(=O)O2. Cell line: UACC-257. Synergy scores: CSS=35.2, Synergy_ZIP=0.772, Synergy_Bliss=1.98, Synergy_Loewe=1.82, Synergy_HSA=1.40. (8) Drug 1: C1=NC2=C(N1)C(=S)N=C(N2)N. Drug 2: C(=O)(N)NO. Cell line: U251. Synergy scores: CSS=29.8, Synergy_ZIP=-4.84, Synergy_Bliss=1.47, Synergy_Loewe=1.06, Synergy_HSA=3.39. (9) Drug 1: CNC(=O)C1=CC=CC=C1SC2=CC3=C(C=C2)C(=NN3)C=CC4=CC=CC=N4. Drug 2: C1=CN(C(=O)N=C1N)C2C(C(C(O2)CO)O)O.Cl. Cell line: DU-145. Synergy scores: CSS=33.4, Synergy_ZIP=-4.63, Synergy_Bliss=4.47, Synergy_Loewe=-25.4, Synergy_HSA=2.54.